Dataset: Peptide-MHC class I binding affinity with 185,985 pairs from IEDB/IMGT. Task: Regression. Given a peptide amino acid sequence and an MHC pseudo amino acid sequence, predict their binding affinity value. This is MHC class I binding data. (1) The peptide sequence is QLLDVKLAL. The MHC is HLA-A68:02 with pseudo-sequence HLA-A68:02. The binding affinity (normalized) is 0.215. (2) The peptide sequence is SYGNANVSF. The MHC is HLA-A01:01 with pseudo-sequence HLA-A01:01. The binding affinity (normalized) is 0.307. (3) The peptide sequence is SFLPSDFFPSV. The MHC is Patr-A0901 with pseudo-sequence Patr-A0901. The binding affinity (normalized) is 0.973. (4) The peptide sequence is VPPFPRTAF. The MHC is HLA-B48:01 with pseudo-sequence HLA-B48:01. The binding affinity (normalized) is 0.0847. (5) The peptide sequence is MGMEQTMSV. The MHC is HLA-A01:01 with pseudo-sequence HLA-A01:01. The binding affinity (normalized) is 0.213. (6) The peptide sequence is NAPNEKVVNDY. The binding affinity (normalized) is 0.230. The MHC is Mamu-A01 with pseudo-sequence Mamu-A01.